This data is from NCI-60 drug combinations with 297,098 pairs across 59 cell lines. The task is: Regression. Given two drug SMILES strings and cell line genomic features, predict the synergy score measuring deviation from expected non-interaction effect. (1) Drug 1: CN(CCCl)CCCl.Cl. Drug 2: CC1C(C(CC(O1)OC2CC(CC3=C2C(=C4C(=C3O)C(=O)C5=C(C4=O)C(=CC=C5)OC)O)(C(=O)CO)O)N)O.Cl. Cell line: BT-549. Synergy scores: CSS=61.3, Synergy_ZIP=-4.69, Synergy_Bliss=0.330, Synergy_Loewe=2.78, Synergy_HSA=4.31. (2) Drug 1: CS(=O)(=O)CCNCC1=CC=C(O1)C2=CC3=C(C=C2)N=CN=C3NC4=CC(=C(C=C4)OCC5=CC(=CC=C5)F)Cl. Drug 2: C1=CN(C=N1)CC(O)(P(=O)(O)O)P(=O)(O)O. Cell line: RPMI-8226. Synergy scores: CSS=-16.5, Synergy_ZIP=2.02, Synergy_Bliss=-11.4, Synergy_Loewe=-20.6, Synergy_HSA=-20.0. (3) Drug 1: C1=CC(=CC=C1CCCC(=O)O)N(CCCl)CCCl. Drug 2: CC(C)NC(=O)C1=CC=C(C=C1)CNNC.Cl. Cell line: BT-549. Synergy scores: CSS=25.7, Synergy_ZIP=-3.23, Synergy_Bliss=2.40, Synergy_Loewe=-2.31, Synergy_HSA=2.02. (4) Drug 1: C1=NC2=C(N=C(N=C2N1C3C(C(C(O3)CO)O)F)Cl)N. Drug 2: C1CN1C2=NC(=NC(=N2)N3CC3)N4CC4. Cell line: UACC-257. Synergy scores: CSS=11.1, Synergy_ZIP=-1.73, Synergy_Bliss=1.18, Synergy_Loewe=-2.52, Synergy_HSA=-2.40. (5) Drug 1: COC1=C(C=C2C(=C1)N=CN=C2NC3=CC(=C(C=C3)F)Cl)OCCCN4CCOCC4. Drug 2: CN1C2=C(C=C(C=C2)N(CCCl)CCCl)N=C1CCCC(=O)O.Cl. Cell line: U251. Synergy scores: CSS=22.8, Synergy_ZIP=-7.15, Synergy_Bliss=-1.82, Synergy_Loewe=-0.495, Synergy_HSA=-0.319. (6) Drug 1: CCC1(CC2CC(C3=C(CCN(C2)C1)C4=CC=CC=C4N3)(C5=C(C=C6C(=C5)C78CCN9C7C(C=CC9)(C(C(C8N6C=O)(C(=O)OC)O)OC(=O)C)CC)OC)C(=O)OC)O.OS(=O)(=O)O. Drug 2: CC(C)NC(=O)C1=CC=C(C=C1)CNNC.Cl. Cell line: SF-268. Synergy scores: CSS=12.6, Synergy_ZIP=1.61, Synergy_Bliss=9.63, Synergy_Loewe=-6.31, Synergy_HSA=5.10.